Predict the reactants needed to synthesize the given product. From a dataset of Full USPTO retrosynthesis dataset with 1.9M reactions from patents (1976-2016). (1) The reactants are: C1(P(C2C=CC=CC=2)C2C=CC=CC=2)C=CC=CC=1.BrN1C(=O)CCC1=O.[CH:28]1([CH2:33][C@H:34]([C:38]2[CH:43]=[CH:42][C:41]([Cl:44])=[C:40]([Cl:45])[CH:39]=2)[C:35]([OH:37])=O)[CH2:32][CH2:31][CH2:30][CH2:29]1.[NH2:46][C:47]1[O:48][C:49]2[CH:55]=[CH:54][CH:53]=[CH:52][C:50]=2[N:51]=1.N1C=CC=CC=1. Given the product [O:48]1[C:49]2[CH:55]=[CH:54][CH:53]=[CH:52][C:50]=2[N:51]=[C:47]1[NH:46][C:35](=[O:37])[C@@H:34]([C:38]1[CH:43]=[CH:42][C:41]([Cl:44])=[C:40]([Cl:45])[CH:39]=1)[CH2:33][CH:28]1[CH2:29][CH2:30][CH2:31][CH2:32]1, predict the reactants needed to synthesize it. (2) Given the product [CH2:29]([O:31][C:32](=[O:45])[C:33](=[CH:19][C:18]1[CH:17]=[CH:16][C:15]([O:14][C:4]2[C:5]3[C:10](=[CH:9][C:8]([O:12][CH3:13])=[CH:7][CH:6]=3)[CH:11]=[C:2]([CH3:1])[C:3]=2[C:23]2[CH:28]=[CH:27][CH:26]=[CH:25][CH:24]=2)=[CH:22][CH:21]=1)[CH:34]([CH3:35])[CH3:36])[CH3:30], predict the reactants needed to synthesize it. The reactants are: [CH3:1][C:2]1[C:3]([C:23]2[CH:28]=[CH:27][CH:26]=[CH:25][CH:24]=2)=[C:4]([O:14][C:15]2[CH:22]=[CH:21][C:18]([CH:19]=O)=[CH:17][CH:16]=2)[C:5]2[C:10]([CH:11]=1)=[CH:9][C:8]([O:12][CH3:13])=[CH:7][CH:6]=2.[CH2:29]([O:31][C:32](=[O:45])[CH:33](P(OCC)(OCC)=O)[CH:34]([CH3:36])[CH3:35])[CH3:30].[Li]CCCC.